From a dataset of Forward reaction prediction with 1.9M reactions from USPTO patents (1976-2016). Predict the product of the given reaction. (1) Given the reactants [CH3:1][N:2]1[CH2:6][CH2:5][CH2:4][C@H:3]1[C:7]1[N:11]2[CH:12]=[C:13]([O:16][C@H:17]3[C:26]4[C:21](=[CH:22][CH:23]=[CH:24][CH:25]=4)[C@@H:20]([NH2:27])[CH2:19][CH2:18]3)[CH:14]=[CH:15][C:10]2=[N:9][N:8]=1.ClC(Cl)(Cl)C[O:31][C:32](=O)[NH:33][C:34]1[N:35]([C:43]2[CH:48]=[CH:47][C:46]([Cl:49])=[C:45]([O:50][Si](C(C)C)(C(C)C)C(C)C)[CH:44]=2)[N:36]=[C:37]([C:39]([CH3:42])([CH3:41])[CH3:40])[CH:38]=1, predict the reaction product. The product is: [C:39]([C:37]1[CH:38]=[C:34]([NH:33][C:32]([NH:27][C@@H:20]2[C:21]3[C:26](=[CH:25][CH:24]=[CH:23][CH:22]=3)[C@H:17]([O:16][C:13]3[CH:14]=[CH:15][C:10]4[N:11]([C:7]([C@@H:3]5[CH2:4][CH2:5][CH2:6][N:2]5[CH3:1])=[N:8][N:9]=4)[CH:12]=3)[CH2:18][CH2:19]2)=[O:31])[N:35]([C:43]2[CH:48]=[CH:47][C:46]([Cl:49])=[C:45]([OH:50])[CH:44]=2)[N:36]=1)([CH3:42])([CH3:40])[CH3:41]. (2) Given the reactants [Cl:1][C:2]1[N:10]=[C:9]([Cl:11])[C:8]([F:12])=[CH:7][C:3]=1[C:4]([OH:6])=[O:5].[C:13](Cl)(=O)C(Cl)=O, predict the reaction product. The product is: [CH3:13][O:5][C:4](=[O:6])[C:3]1[CH:7]=[C:8]([F:12])[C:9]([Cl:11])=[N:10][C:2]=1[Cl:1]. (3) Given the reactants [BH4-].[Na+].[O:3]=[C:4]1[CH2:7][C:6]2([CH2:12][CH2:11][N:10]([C:13]([O:15][C:16]([CH3:19])([CH3:18])[CH3:17])=[O:14])[CH2:9][CH2:8]2)[CH2:5]1.[Cl-].[NH4+], predict the reaction product. The product is: [OH:3][CH:4]1[CH2:7][C:6]2([CH2:12][CH2:11][N:10]([C:13]([O:15][C:16]([CH3:19])([CH3:18])[CH3:17])=[O:14])[CH2:9][CH2:8]2)[CH2:5]1. (4) Given the reactants [C:1]([C:4]1[N:5]=[CH:6][N:7]([C:9]2[CH:26]=[C:14]3[C:15]4[C:20]([CH2:21][CH2:22][N:13]3[C:12](=[O:27])[CH2:11][N:10]=2)=[C:19]([CH:23]2[CH2:25][CH2:24]2)[CH:18]=[CH:17][CH:16]=4)[CH:8]=1)(=[O:3])[CH3:2].[BH4-].[Na+], predict the reaction product. The product is: [CH:23]1([C:19]2[CH:18]=[CH:17][CH:16]=[C:15]3[C:20]=2[CH2:21][CH2:22][N:13]2[C:12](=[O:27])[CH2:11][N:10]=[C:9]([N:7]4[CH:8]=[C:4]([CH:1]([OH:3])[CH3:2])[N:5]=[CH:6]4)[CH:26]=[C:14]23)[CH2:25][CH2:24]1. (5) Given the reactants [NH:1]1[C:5]([C:6]2[CH:11]=[CH:10][CH:9]=[CH:8][C:7]=2[CH2:12][NH2:13])=[CH:4][N:3]=[CH:2]1.N1C=CC=CC=1.[C:20](Cl)(=[O:22])[CH3:21], predict the reaction product. The product is: [NH:3]1[CH:4]=[C:5]([C:6]2[CH:11]=[CH:10][CH:9]=[CH:8][C:7]=2[CH2:12][NH:13][C:20](=[O:22])[CH3:21])[N:1]=[CH:2]1. (6) The product is: [F:29][C:26]1[CH:27]=[CH:28][C:23]([N:17]2[CH2:16][CH2:15][C:14]3[C:19](=[CH:20][CH:21]=[C:12]([N:9]4[CH2:10][CH2:11][C@H:7]([N:3]5[CH2:4][CH2:5][CH2:6][C@@H:2]5[CH3:1])[CH2:8]4)[CH:13]=3)[CH2:18]2)=[N:24][CH:25]=1. Given the reactants [CH3:1][C@H:2]1[CH2:6][CH2:5][CH2:4][N:3]1[C@H:7]1[CH2:11][CH2:10][N:9]([C:12]2[CH:13]=[C:14]3[C:19](=[CH:20][CH:21]=2)[CH2:18][NH:17][CH2:16][CH2:15]3)[CH2:8]1.Br[C:23]1[CH:28]=[CH:27][C:26]([F:29])=[CH:25][N:24]=1, predict the reaction product. (7) Given the reactants [Cl:1][C:2]1[CH:7]=[CH:6][C:5]([C:8]2[C:9]([C:17]3[CH:22]=[CH:21][C:20]([Cl:23])=[CH:19][C:18]=3[Cl:24])=[N:10][C:11]([CH:15]=[O:16])=[N:12][C:13]=2[CH3:14])=[CH:4][CH:3]=1.CC(=CC)C.[O-:30]Cl=O.[Na+].C(OCC)(=O)C, predict the reaction product. The product is: [Cl:1][C:2]1[CH:7]=[CH:6][C:5]([C:8]2[C:9]([C:17]3[CH:22]=[CH:21][C:20]([Cl:23])=[CH:19][C:18]=3[Cl:24])=[N:10][C:11]([C:15]([OH:30])=[O:16])=[N:12][C:13]=2[CH3:14])=[CH:4][CH:3]=1.